This data is from Cav3 T-type calcium channel HTS with 100,875 compounds. The task is: Binary Classification. Given a drug SMILES string, predict its activity (active/inactive) in a high-throughput screening assay against a specified biological target. The compound is OC(Cn1c2c(CCCC2)c2c1ccc(c2)C)Cn1c2c(nc1C)cccc2. The result is 0 (inactive).